From a dataset of Forward reaction prediction with 1.9M reactions from USPTO patents (1976-2016). Predict the product of the given reaction. (1) Given the reactants [N:1]1[C:10]2[C:5](=[CH:6][CH:7]=[CH:8][CH:9]=2)[CH:4]=[CH:3][C:2]=1[N:11]1[CH2:14][CH:13]([NH:15][C:16]2[C:21]([NH2:22])=[CH:20][CH:19]=[CH:18][N:17]=2)[CH2:12]1.[CH3:23][O:24][C:25](OC)(OC)OC.C(O)(=O)CC, predict the reaction product. The product is: [CH3:23][O:24][C:25]1[N:15]([CH:13]2[CH2:14][N:11]([C:2]3[CH:3]=[CH:4][C:5]4[C:10](=[CH:9][CH:8]=[CH:7][CH:6]=4)[N:1]=3)[CH2:12]2)[C:16]2=[N:17][CH:18]=[CH:19][CH:20]=[C:21]2[N:22]=1. (2) Given the reactants [CH3:1][CH:2]([CH2:4][CH2:5][CH2:6][C@H:7]([C@@H:9]1[C@:26]2([CH3:27])[C@H:12]([C@H:13]3[C@H:23]([CH2:24][CH2:25]2)[C@:21]2([CH3:22])[C:16]([CH2:17][C@@H:18]([N:28](S(C4C=CC=CC=4[N+]([O-])=O)(=O)=O)[CH2:29][CH2:30][CH2:31][NH:32][C:33](=[O:62])[CH2:34][CH2:35][NH:36][C:37](=[O:61])[CH2:38][CH2:39][NH:40][C:41](=[O:60])[CH2:42][CH2:43][CH2:44][CH2:45][CH2:46][NH:47][C:48]4[C:53]5=[N:54][O:55][N:56]=[C:52]5[C:51]([N+:57]([O-:59])=[O:58])=[CH:50][CH:49]=4)[CH2:19][CH2:20]2)=[CH:15][CH2:14]3)[CH2:11][CH2:10]1)[CH3:8])[CH3:3].C([O-])([O-])=O.[K+].[K+].C1(S)C=CC=CC=1, predict the reaction product. The product is: [CH3:3][CH:2]([CH2:4][CH2:5][CH2:6][C@H:7]([C@@H:9]1[C@:26]2([CH3:27])[C@H:12]([C@H:13]3[C@H:23]([CH2:24][CH2:25]2)[C@:21]2([CH3:22])[C:16]([CH2:17][C@@H:18]([NH:28][CH2:29][CH2:30][CH2:31][NH:32][C:33](=[O:62])[CH2:34][CH2:35][NH:36][C:37](=[O:61])[CH2:38][CH2:39][NH:40][C:41](=[O:60])[CH2:42][CH2:43][CH2:44][CH2:45][CH2:46][NH:47][C:48]4[C:53]5=[N:54][O:55][N:56]=[C:52]5[C:51]([N+:57]([O-:59])=[O:58])=[CH:50][CH:49]=4)[CH2:19][CH2:20]2)=[CH:15][CH2:14]3)[CH2:11][CH2:10]1)[CH3:8])[CH3:1]. (3) Given the reactants [F:1][C:2]1[C:3](=[NH:21])[N:4]([CH3:20])[C:5](=[O:19])[N:6]([S:8]([C:11]2[CH:16]=[CH:15][C:14]([O:17][CH3:18])=[CH:13][CH:12]=2)(=[O:10])=[O:9])[CH:7]=1.N1C=CC=CC=1.[C:28](Cl)(=[O:30])[CH3:29], predict the reaction product. The product is: [F:1][C:2]1[C:3](=[N:21][C:28](=[O:30])[CH3:29])[N:4]([CH3:20])[C:5](=[O:19])[N:6]([S:8]([C:11]2[CH:12]=[CH:13][C:14]([O:17][CH3:18])=[CH:15][CH:16]=2)(=[O:10])=[O:9])[CH:7]=1. (4) The product is: [CH3:1][CH:2]1[CH2:3][O:4][C:26](=[O:28])[N:7]([CH2:8][C:9]2[CH:14]=[CH:13][CH:12]=[CH:11][C:10]=2[N+:15]([O-:17])=[O:16])[CH2:6][CH2:5]1. Given the reactants [CH3:1][CH:2]([CH2:5][CH2:6][NH:7][CH2:8][C:9]1[CH:14]=[CH:13][CH:12]=[CH:11][C:10]=1[N+:15]([O-:17])=[O:16])[CH2:3][OH:4].C(N(CC)CC)C.Cl[C:26](Cl)([O:28]C(=O)OC(Cl)(Cl)Cl)Cl.O, predict the reaction product. (5) Given the reactants C1(=O)CCCCCCCCCCC1.NO.[C:16]1(=[O:29])[NH:28]CCCCC[CH2:22][CH2:21][CH2:20][CH2:19][CH2:18][CH2:17]1, predict the reaction product. The product is: [C:16]([NH2:28])(=[O:29])[C:17]1[CH:18]=[CH:19][CH:20]=[CH:21][CH:22]=1. (6) Given the reactants [CH3:1][O:2][C:3]1[CH:4]=[C:5]2[C:10](=[CH:11][C:12]=1[O:13][CH3:14])[N:9]=[CH:8][CH:7]=[C:6]2[O:15][C:16]1[C:22]([CH3:23])=[CH:21][C:19]([NH2:20])=[C:18]([CH3:24])[CH:17]=1.C1(C)C=CC=CC=1.C(N(CC)CC)C.Cl[C:40](Cl)([O:42]C(=O)OC(Cl)(Cl)Cl)Cl.[CH3:51][N:52]([CH3:62])[C:53]1[CH:54]=[C:55]([CH:59]=[CH:60][CH:61]=1)[CH:56]([OH:58])[CH3:57], predict the reaction product. The product is: [CH3:1][O:2][C:3]1[CH:4]=[C:5]2[C:10](=[CH:11][C:12]=1[O:13][CH3:14])[N:9]=[CH:8][CH:7]=[C:6]2[O:15][C:16]1[C:22]([CH3:23])=[CH:21][C:19]([NH:20][C:40](=[O:42])[O:58][CH:56]([C:55]2[CH:59]=[CH:60][CH:61]=[C:53]([N:52]([CH3:51])[CH3:62])[CH:54]=2)[CH3:57])=[C:18]([CH3:24])[CH:17]=1.